From a dataset of Full USPTO retrosynthesis dataset with 1.9M reactions from patents (1976-2016). Predict the reactants needed to synthesize the given product. (1) Given the product [CH:1]1[C:2]([CH2:10][C@@H:11]([NH2:28])[CH2:12][C:13]([N:15]2[CH2:27][C:19]3=[N:20][N:21]=[C:22]([C:23]([F:26])([F:25])[F:24])[N:18]3[CH2:17][CH2:16]2)=[O:14])=[C:3]([F:9])[CH:4]=[C:5]([F:8])[C:6]=1[F:7].[C:29]([O-:42])(=[O:41])/[CH:30]=[CH:31]/[C:32]1[CH:40]=[CH:39][C:37]([OH:38])=[C:34]([O:35][CH3:36])[CH:33]=1, predict the reactants needed to synthesize it. The reactants are: [CH:1]1[C:2]([CH2:10][C@@H:11]([NH2:28])[CH2:12][C:13]([N:15]2[CH2:27][C:19]3=[N:20][N:21]=[C:22]([C:23]([F:26])([F:25])[F:24])[N:18]3[CH2:17][CH2:16]2)=[O:14])=[C:3]([F:9])[CH:4]=[C:5]([F:8])[C:6]=1[F:7].[C:29]([OH:42])(=[O:41])/[CH:30]=[CH:31]/[C:32]1[CH:40]=[CH:39][C:37]([OH:38])=[C:34]([O:35][CH3:36])[CH:33]=1.C(OC(C)C)(C)C. (2) Given the product [Br:13][C:10]1[CH:9]=[CH:8][C:7]2[NH:1][C:2](=[O:12])[CH2:3][CH2:4][CH2:5][C:6]=2[CH:11]=1, predict the reactants needed to synthesize it. The reactants are: [NH:1]1[C:7]2[CH:8]=[CH:9][CH:10]=[CH:11][C:6]=2[CH2:5][CH2:4][CH2:3][C:2]1=[O:12].[Br:13]Br.[OH-].[NH4+]. (3) Given the product [CH3:1][O:2][C:3](=[O:47])[CH2:4][C:5]1[CH:10]=[CH:9][CH:8]=[C:7]([O:11][CH2:12][CH2:13][N:14]2[CH2:20][CH2:19][CH2:18][N:17]([C:21]3[CH:26]=[CH:25][C:24]([CH2:27][N:28]4[C:36](=[O:37])[NH:35][C:34]5[C:29]4=[N:30][C:31]([O:39][CH2:40][CH2:41][CH2:42][CH3:43])=[N:32][C:33]=5[NH2:38])=[CH:23][C:22]=3[NH2:44])[CH2:16][CH2:15]2)[CH:6]=1, predict the reactants needed to synthesize it. The reactants are: [CH3:1][O:2][C:3](=[O:47])[CH2:4][C:5]1[CH:10]=[CH:9][CH:8]=[C:7]([O:11][CH2:12][CH2:13][N:14]2[CH2:20][CH2:19][CH2:18][N:17]([C:21]3[CH:26]=[CH:25][C:24]([CH2:27][N:28]4[C:36](=[O:37])[NH:35][C:34]5[C:29]4=[N:30][C:31]([O:39][CH2:40][CH2:41][CH2:42][CH3:43])=[N:32][C:33]=5[NH2:38])=[CH:23][C:22]=3[N+:44]([O-])=O)[CH2:16][CH2:15]2)[CH:6]=1. (4) Given the product [O:51]=[C:50]([C@H:41]([CH2:42][C:43]1[CH:44]=[C:45]([OH:14])[C:46]([OH:49])=[CH:47][CH:48]=1)[NH2:40])[OH:52], predict the reactants needed to synthesize it. The reactants are: CC1N(CCCNCC(NC2N(C)N=C(C)C=2C(C2C(F)=CC=CC=2)=O)=[O:14])CCCC1.C(/C(O)=O)=C/C(O)=O.[NH2:40][C@H:41]([C:50]([OH:52])=[O:51])[CH2:42][C:43]1[CH:48]=[CH:47][C:46]([OH:49])=[CH:45][CH:44]=1.ON(O)[C@H](C(O)=O)CC1C=CC=CC=1.P([O-])([O-])([O-])=O.[Na+].[Na+].[Na+].B(O)(O)O.O=C1O[C@H]([C@H](CO)O)C(O)=C1O.